This data is from Peptide-MHC class I binding affinity with 185,985 pairs from IEDB/IMGT. The task is: Regression. Given a peptide amino acid sequence and an MHC pseudo amino acid sequence, predict their binding affinity value. This is MHC class I binding data. The peptide sequence is LEARVNLSV. The MHC is HLA-B46:01 with pseudo-sequence HLA-B46:01. The binding affinity (normalized) is 0.0847.